This data is from NCI-60 drug combinations with 297,098 pairs across 59 cell lines. The task is: Regression. Given two drug SMILES strings and cell line genomic features, predict the synergy score measuring deviation from expected non-interaction effect. (1) Drug 1: CCCS(=O)(=O)NC1=C(C(=C(C=C1)F)C(=O)C2=CNC3=C2C=C(C=N3)C4=CC=C(C=C4)Cl)F. Synergy scores: CSS=15.5, Synergy_ZIP=5.21, Synergy_Bliss=13.7, Synergy_Loewe=-0.0849, Synergy_HSA=7.50. Drug 2: C1=NC2=C(N=C(N=C2N1C3C(C(C(O3)CO)O)F)Cl)N. Cell line: HS 578T. (2) Drug 1: C1CC(=O)NC(=O)C1N2CC3=C(C2=O)C=CC=C3N. Drug 2: CNC(=O)C1=NC=CC(=C1)OC2=CC=C(C=C2)NC(=O)NC3=CC(=C(C=C3)Cl)C(F)(F)F. Cell line: KM12. Synergy scores: CSS=55.6, Synergy_ZIP=-5.42, Synergy_Bliss=-8.61, Synergy_Loewe=-22.2, Synergy_HSA=-5.78.